The task is: Regression. Given a target protein amino acid sequence and a drug SMILES string, predict the binding affinity score between them. We predict pKi (pKi = -log10(Ki in M); higher means stronger inhibition). Dataset: bindingdb_ki.. This data is from Drug-target binding data from BindingDB using Ki measurements. (1) The compound is CCC(NCc1ccc(C(=N)N)cc1)C(=O)[C@@H](CCCN=C(N)N)NS(=O)(=O)Cc1ccccc1. The target protein (O15393) has sequence MALNSGSPPAIGPYYENHGYQPENPYPAQPTVVPTVYEVHPAQYYPSPVPQYAPRVLTQASNPVVCTQPKSPSGTVCTSKTKKALCITLTLGTFLVGAALAAGLLWKFMGSKCSNSGIECDSSGTCINPSNWCDGVSHCPGGEDENRCVRLYGPNFILQVYSSQRKSWHPVCQDDWNENYGRAACRDMGYKNNFYSSQGIVDDSGSTSFMKLNTSAGNVDIYKKLYHSDACSSKAVVSLRCIACGVNLNSSRQSRIVGGESALPGAWPWQVSLHVQNVHVCGGSIITPEWIVTAAHCVEKPLNNPWHWTAFAGILRQSFMFYGAGYQVEKVISHPNYDSKTKNNDIALMKLQKPLTFNDLVKPVCLPNPGMMLQPEQLCWISGWGATEEKGKTSEVLNAAKVLLIETQRCNSRYVYDNLITPAMICAGFLQGNVDSCQGDSGGPLVTSKNNIWWLIGDTSWGSGCAKAYRPGVYGNVMVFTDWIYRQMRADG. The pKi is 7.3. (2) The compound is O=C(CN1CCN(C(=O)c2ccco2)CC1)Nc1cc(C(F)(F)F)ccc1Cl. The target protein sequence is MCGNTMSVPLLTDAATVSGAERETAAVIFLHGLGDTGHSWADALSTIRLPHVKYICPHAPRIPVTLNMKMVMPSWFDLMGLSPDAPEDEAGIKKAAENIKALIEHEMKNGIPANRIVLGGFSQGGALSLYTALTCPHPLAGIVALSCWLPLHRAFPQAANGSAKDLAILQCHGELDPLVPVRFGALTAEKLRSVVTPARVQFKTYPGVMHSSCPQEMAAVKEFLEKLLPPV. The pKi is 5.0.